Dataset: Peptide-MHC class I binding affinity with 185,985 pairs from IEDB/IMGT. Task: Regression. Given a peptide amino acid sequence and an MHC pseudo amino acid sequence, predict their binding affinity value. This is MHC class I binding data. (1) The binding affinity (normalized) is 0.0847. The peptide sequence is KYYNDILKL. The MHC is HLA-A11:01 with pseudo-sequence HLA-A11:01. (2) The peptide sequence is VTARWLWGFL. The MHC is HLA-A01:01 with pseudo-sequence HLA-A01:01. The binding affinity (normalized) is 0.162. (3) The peptide sequence is EVAESVMFM. The MHC is HLA-A29:02 with pseudo-sequence HLA-A29:02. The binding affinity (normalized) is 0.0847.